From a dataset of CYP1A2 inhibition data for predicting drug metabolism from PubChem BioAssay. Regression/Classification. Given a drug SMILES string, predict its absorption, distribution, metabolism, or excretion properties. Task type varies by dataset: regression for continuous measurements (e.g., permeability, clearance, half-life) or binary classification for categorical outcomes (e.g., BBB penetration, CYP inhibition). Dataset: cyp1a2_veith. (1) The drug is COCCN=C1Sc2nc3c(C)cccc3cc2CN1Cc1ccco1. The result is 1 (inhibitor). (2) The drug is C[C@H]1CN(C2CCC(C#N)(c3ccc(F)cc3)CC2)CC[C@@]1(C(=O)O)c1ccccc1. The result is 0 (non-inhibitor). (3) The result is 0 (non-inhibitor). The molecule is CC(C)(C)n1nc(C2CC2)cc1NC(=O)Nc1ccc(Cl)cc1. (4) The molecule is Cc1nc(C(=O)Nc2ccc(Cl)cc2Cl)nn1-c1cc(OC(C)C)c(Cl)cc1Cl. The result is 0 (non-inhibitor). (5) The compound is CCN1CCN(c2nc(C)c3c(n2)CCCC3=O)CC1. The result is 1 (inhibitor). (6) The compound is Cc1noc(C)c1C(=O)N1CCC2(CC1)CN(C(=O)Nc1cccc(F)c1)C2. The result is 0 (non-inhibitor). (7) The drug is O=C(O)C(O)(c1ccc(-c2ccccc2)cc1)c1ccc(-c2ccccc2)cc1. The result is 0 (non-inhibitor).